Dataset: Catalyst prediction with 721,799 reactions and 888 catalyst types from USPTO. Task: Predict which catalyst facilitates the given reaction. (1) Reactant: Cl[C:2]1[C:7]([N+:8]([O-:10])=[O:9])=[CH:6][CH:5]=[CH:4][N:3]=1.Cl.[NH2:12][CH2:13][C:14]([O:16][CH2:17][CH3:18])=[O:15].C(N(CC)CC)C. Product: [N+:8]([C:7]1[C:2]([NH:12][CH2:13][C:14]([O:16][CH2:17][CH3:18])=[O:15])=[N:3][CH:4]=[CH:5][CH:6]=1)([O-:10])=[O:9]. The catalyst class is: 14. (2) Reactant: Cl.[NH2:2][OH:3].C([O-])(O)=O.[Na+].C(O)C.[NH:12]1[CH:16]=[C:15]([C:17]2[CH:24]=[CH:23][CH:22]=[CH:21][C:18]=2[C:19]#[N:20])[N:14]=[CH:13]1. Product: [OH:3][NH:2][C:19](=[NH:20])[C:18]1[CH:21]=[CH:22][CH:23]=[CH:24][C:17]=1[C:15]1[N:14]=[CH:13][NH:12][CH:16]=1. The catalyst class is: 90. (3) Reactant: [Cl:1][C:2]1[CH:3]=[C:4]2[C:12](=[C:13]([Cl:15])[CH:14]=1)[NH:11][C:10]1[CH2:9][C:8]([CH3:17])([CH3:16])[CH2:7][C:6](=[O:18])[C:5]2=1.CC([O-])(C)C.[K+].Br[CH2:26][CH2:27][CH2:28][CH2:29][CH2:30][CH2:31][C:32]([O:34][CH2:35][CH3:36])=[O:33]. Product: [Cl:15][C:13]1[C:12]2[N:11]([CH2:26][CH2:27][CH2:28][CH2:29][CH2:30][CH2:31][C:32]([O:34][CH2:35][CH3:36])=[O:33])[C:10]3[CH2:9][C:8]([CH3:16])([CH3:17])[CH2:7][C:6](=[O:18])[C:5]=3[C:4]=2[CH:3]=[C:2]([Cl:1])[CH:14]=1. The catalyst class is: 3. (4) Reactant: CN1CCOCC1.ClC(OCC)=O.[C:14]([O:18][C:19]([NH:21][C@@H:22]([CH2:26][CH:27]=[CH2:28])[C:23](O)=[O:24])=[O:20])([CH3:17])([CH3:16])[CH3:15]. Product: [OH:24][CH2:23][C@@H:22]([NH:21][C:19](=[O:20])[O:18][C:14]([CH3:17])([CH3:16])[CH3:15])[CH2:26][CH:27]=[CH2:28]. The catalyst class is: 1. (5) Reactant: CO.C[O-].[Na+].[Cl:6][CH:7]([Cl:10])[C:8]#[N:9].Cl.[CH3:12][O:13][C:14](=[O:19])[C@H:15]([CH2:17][SH:18])N. Product: [Cl:6][CH:7]([Cl:10])[C:8]1[S:18][CH2:17][CH:15]([C:14]([O:13][CH3:12])=[O:19])[N:9]=1. The catalyst class is: 46. (6) Reactant: [CH3:1][NH:2][CH2:3][C:4]1[S:5][CH:6]=[CH:7][CH:8]=1.[CH2:9](Cl)[C:10]#[CH:11].C(N(C(C)C)CC)(C)C. Product: [CH3:1][N:2]([CH2:3][C:4]1[S:5][CH:6]=[CH:7][CH:8]=1)[CH2:11][C:10]#[CH:9]. The catalyst class is: 2. (7) The catalyst class is: 12. Product: [O:19]1[CH2:20][CH2:21][N:22]([C:25]2[CH:26]=[CH:27][C:28]([NH:29][C:2]3[N:7]=[C:6]([S:8][C:9]4[CH:18]=[CH:17][C:12]([C:13]([O:15][CH3:16])=[O:14])=[CH:11][CH:10]=4)[CH:5]=[CH:4][N:3]=3)=[CH:30][CH:31]=2)[CH2:23][CH2:24]1. Reactant: Cl[C:2]1[N:7]=[C:6]([S:8][C:9]2[CH:18]=[CH:17][C:12]([C:13]([O:15][CH3:16])=[O:14])=[CH:11][CH:10]=2)[CH:5]=[CH:4][N:3]=1.[O:19]1[CH2:24][CH2:23][N:22]([C:25]2[CH:31]=[CH:30][C:28]([NH2:29])=[CH:27][CH:26]=2)[CH2:21][CH2:20]1.O.C1(C)C=CC(S(O)(=O)=O)=CC=1.O. (8) Reactant: [F:1][B-](F)(F)F.[CH3:6][O:7][C:8]1[CH:13]=[C:12]([N+:14]([O-:16])=[O:15])[CH:11]=[CH:10][C:9]=1[N+]#N. Product: [F:1][C:9]1[CH:10]=[CH:11][C:12]([N+:14]([O-:16])=[O:15])=[CH:13][C:8]=1[O:7][CH3:6]. The catalyst class is: 6.